The task is: Predict the product of the given reaction.. This data is from Forward reaction prediction with 1.9M reactions from USPTO patents (1976-2016). (1) Given the reactants [Cl:1]C(OCC)=O.[Cl:7][C:8]1[CH:35]=[CH:34][C:11]([CH2:12][NH:13][C:14]([C:16]2[C:17](=[O:33])[C:18]3[CH:25]=[C:24]([CH2:26]N4CCOCC4)[O:23][C:19]=3[N:20]([CH3:22])[CH:21]=2)=[O:15])=[CH:10][CH:9]=1.C(Cl)Cl.O, predict the reaction product. The product is: [Cl:7][C:8]1[CH:35]=[CH:34][C:11]([CH2:12][NH:13][C:14]([C:16]2[C:17](=[O:33])[C:18]3[CH:25]=[C:24]([CH2:26][Cl:1])[O:23][C:19]=3[N:20]([CH3:22])[CH:21]=2)=[O:15])=[CH:10][CH:9]=1. (2) Given the reactants Cl[C:2]1[C:7]([NH:8][C:9](=O)[C:10]2[CH:15]=[CH:14][CH:13]=[CH:12][CH:11]=2)=[C:6]([NH:17][C:18]2[CH:23]=[CH:22][CH:21]=[CH:20][CH:19]=2)[N:5]=[CH:4][N:3]=1.S(=O)(=O)(O)[OH:25].C([O-])(O)=O.[Na+], predict the reaction product. The product is: [C:10]1([C:9]2[N:17]([C:18]3[CH:23]=[CH:22][CH:21]=[CH:20][CH:19]=3)[C:6]3[N:5]=[CH:4][NH:3][C:2](=[O:25])[C:7]=3[N:8]=2)[CH:15]=[CH:14][CH:13]=[CH:12][CH:11]=1. (3) Given the reactants [N:1]1[N:2]([C:6]2[CH:11]=[CH:10][CH:9]=[CH:8][C:7]=2[C:12]([N:14]2[CH2:19][C@H:18]([O:20][C:21]3[C:26]([CH:27]=C)=[C:25]([O:29][CH3:30])[CH:24]=[CH:23][N:22]=3)[CH2:17][CH2:16][C@H:15]2[CH3:31])=[O:13])[N:3]=[CH:4][CH:5]=1.C1C[O:35]CC1.I([O-])(=O)(=O)=O.[Na+], predict the reaction product. The product is: [N:1]1[N:2]([C:6]2[CH:11]=[CH:10][CH:9]=[CH:8][C:7]=2[C:12]([N:14]2[C@H:15]([CH3:31])[CH2:16][CH2:17][C@@H:18]([O:20][C:21]3[N:22]=[CH:23][CH:24]=[C:25]([O:29][CH3:30])[C:26]=3[CH:27]=[O:35])[CH2:19]2)=[O:13])[N:3]=[CH:4][CH:5]=1. (4) Given the reactants C[O:2][C:3]([C:5]1[S:6][C:7]([C:14](=[O:27])[NH:15][CH2:16][C:17]2[CH:25]=[CH:24][CH:23]=[C:22]3[C:18]=2[CH2:19][C:20](=[O:26])[NH:21]3)=[CH:8][C:9]=1[C:10]([F:13])([F:12])[F:11])=[O:4].O.[OH-].[Li+].C1COCC1.Cl, predict the reaction product. The product is: [O:26]=[C:20]1[CH2:19][C:18]2[C:22](=[CH:23][CH:24]=[CH:25][C:17]=2[CH2:16][NH:15][C:14]([C:7]2[S:6][C:5]([C:3]([OH:4])=[O:2])=[C:9]([C:10]([F:13])([F:11])[F:12])[CH:8]=2)=[O:27])[NH:21]1. (5) Given the reactants [CH2:1]([O:8][CH2:9][C:10]([CH3:29])([CH3:28])[CH:11]([NH2:27])[CH2:12][C:13]1[CH:18]=[CH:17][C:16]([O:19][CH3:20])=[C:15]([O:21][CH2:22][CH2:23][CH2:24][O:25][CH3:26])[CH:14]=1)[C:2]1[CH:7]=[CH:6][CH:5]=[CH:4][CH:3]=1.[CH:30](O)=[O:31], predict the reaction product. The product is: [CH2:1]([O:8][CH2:9][C:10]([CH3:29])([CH3:28])[CH:11]([NH:27][CH:30]=[O:31])[CH2:12][C:13]1[CH:18]=[CH:17][C:16]([O:19][CH3:20])=[C:15]([O:21][CH2:22][CH2:23][CH2:24][O:25][CH3:26])[CH:14]=1)[C:2]1[CH:7]=[CH:6][CH:5]=[CH:4][CH:3]=1. (6) Given the reactants [Cl:1][C:2]1[CH:3]=[C:4]([CH:24]=[CH:25][C:26]=1[F:27])[CH2:5][N:6]1[CH2:15][CH2:14][C:13]2[C:8](=[C:9]([O:21][CH3:22])[C:10](=[O:20])[N:11]([CH3:19])[C:12]=2[C:16](O)=[O:17])[C:7]1=[O:23].C(Cl)(=O)C(Cl)=O.[CH3:34][NH:35][CH3:36].C1COCC1, predict the reaction product. The product is: [Cl:1][C:2]1[CH:3]=[C:4]([CH:24]=[CH:25][C:26]=1[F:27])[CH2:5][N:6]1[CH2:15][CH2:14][C:13]2[C:8](=[C:9]([O:21][CH3:22])[C:10](=[O:20])[N:11]([CH3:19])[C:12]=2[C:16]([N:35]([CH3:36])[CH3:34])=[O:17])[C:7]1=[O:23]. (7) Given the reactants [CH3:1][C:2]1[CH:7]=[CH:6][C:5]([NH:8][C:9](=[O:20])[C:10]2[CH:15]=[CH:14][CH:13]=[C:12]([C:16]([F:19])([F:18])[F:17])[CH:11]=2)=[CH:4][C:3]=1[C:21]1[N:22]=[C:23]([N:38]2[CH2:43][CH2:42][O:41][CH2:40][CH2:39]2)[C:24]2[CH2:30][CH2:29][N:28](C(OC(C)(C)C)=O)[CH2:27][C:25]=2[N:26]=1.C(O)(C(F)(F)F)=O, predict the reaction product. The product is: [CH3:1][C:2]1[CH:7]=[CH:6][C:5]([NH:8][C:9](=[O:20])[C:10]2[CH:15]=[CH:14][CH:13]=[C:12]([C:16]([F:18])([F:17])[F:19])[CH:11]=2)=[CH:4][C:3]=1[C:21]1[N:22]=[C:23]([N:38]2[CH2:43][CH2:42][O:41][CH2:40][CH2:39]2)[C:24]2[CH2:30][CH2:29][NH:28][CH2:27][C:25]=2[N:26]=1. (8) Given the reactants [Cl:1][C:2]1[CH:32]=[CH:31][CH:30]=[CH:29][C:3]=1[C:4]([NH:6]C(=O)NC1SC2C=C(S(CCNC3CCC3)(=O)=O)C=CC=2N=1)=[O:5].C1(P(C2C=CC=CC=2)C2C=CC=CC=2)C=CC=CC=1.[Br:52][CH2:53][CH2:54][OH:55].N(C(OC(C)(C)C)=O)=NC(OC(C)(C)C)=O, predict the reaction product. The product is: [Br:52][CH2:53][CH2:54][O:55][C:30]1[CH:31]=[CH:32][C:2]([Cl:1])=[C:3]([CH:29]=1)[C:4]([NH2:6])=[O:5]. (9) Given the reactants [OH-].[K+].O.[I-].[CH3:5][S+](C)C.[CH:9]1[CH:14]=[C:13]2[C:15]([CH:18]=[O:19])=[CH:16][S:17][C:12]2=[CH:11][CH:10]=1.[C:20](#[N:22])C, predict the reaction product. The product is: [S:17]1[CH:12]2[CH:11]=[CH:10][CH:9]=[CH:14][CH:13]2[C:15]([CH:18]([OH:19])[CH2:5][NH:22][CH3:20])=[CH:16]1. (10) The product is: [CH2:1]([N:3]1[C:4]2[CH:8]=[C:7]([C:9]3[CH:14]=[CH:13][N:12]=[CH:11][CH:10]=3)[S:6][C:5]=2[C:15](=[O:16])[NH:17][C:20]1([CH2:21][CH3:22])[CH2:19][CH3:18])[CH3:2]. Given the reactants [CH2:1]([NH:3][C:4]1[CH:8]=[C:7]([C:9]2[CH:14]=[CH:13][N:12]=[CH:11][CH:10]=2)[S:6][C:5]=1[C:15]([NH2:17])=[O:16])[CH3:2].[CH3:18][CH2:19][C:20](=O)[CH2:21][CH3:22].O.C1(C)C=CC(S(O)(=O)=O)=CC=1.C(=O)([O-])O.[Na+], predict the reaction product.